From a dataset of Forward reaction prediction with 1.9M reactions from USPTO patents (1976-2016). Predict the product of the given reaction. (1) Given the reactants C([O:3][C:4](=[O:36])[CH:5]([O:33][CH2:34][CH3:35])[CH2:6][C:7]1[CH:12]=[CH:11][C:10]([O:13][CH2:14][CH2:15][C:16]2[CH:21]=[CH:20][C:19]([O:22][S:23]([CH2:26][C:27]3[CH:32]=[CH:31][CH:30]=[CH:29][CH:28]=3)(=[O:25])=[O:24])=[CH:18][CH:17]=2)=[CH:9][CH:8]=1)C.[OH-].[Li+].Cl, predict the reaction product. The product is: [CH2:34]([O:33][CH:5]([CH2:6][C:7]1[CH:8]=[CH:9][C:10]([O:13][CH2:14][CH2:15][C:16]2[CH:21]=[CH:20][C:19]([O:22][S:23]([CH2:26][C:27]3[CH:32]=[CH:31][CH:30]=[CH:29][CH:28]=3)(=[O:24])=[O:25])=[CH:18][CH:17]=2)=[CH:11][CH:12]=1)[C:4]([OH:36])=[O:3])[CH3:35]. (2) Given the reactants [N+:1]([C:4]1[CH:10]=[C:9](Cl)[CH:8]=[CH:7][C:5]=1N)([O-:3])=[O:2].[C:12]1([SH:18])[CH:17]=[CH:16][CH:15]=[CH:14][CH:13]=1.[Na].C[N:21](C=O)C, predict the reaction product. The product is: [N+:1]([C:4]1[CH:10]=[C:9]([NH2:21])[CH:8]=[CH:7][C:5]=1[S:18][C:12]1[CH:17]=[CH:16][CH:15]=[CH:14][CH:13]=1)([O-:3])=[O:2]. (3) Given the reactants [CH3:1][C:2]1[CH:11]=[CH:10][C:5]([C:6]([O:8][CH3:9])=[O:7])=[CH:4][CH:3]=1.[Br:12]N1C(=O)CCC1=O.C(OOC(=O)C1C=CC=CC=1)(=O)C1C=CC=CC=1, predict the reaction product. The product is: [Br:12][CH2:1][C:2]1[CH:11]=[CH:10][C:5]([C:6]([O:8][CH3:9])=[O:7])=[CH:4][CH:3]=1. (4) Given the reactants C(O[C:4]1[C:5](=[O:16])[C:6](=[O:15])[C:7]=1[NH:8][C:9]1[CH:10]=[N:11][CH:12]=[CH:13][CH:14]=1)C.[Cl:17][C:18]1[CH:32]=[CH:31][C:21]([O:22][C:23]2[CH:30]=[CH:29][C:26]([CH2:27][NH2:28])=[CH:25][CH:24]=2)=[CH:20][CH:19]=1, predict the reaction product. The product is: [Cl:17][C:18]1[CH:32]=[CH:31][C:21]([O:22][C:23]2[CH:30]=[CH:29][C:26]([CH2:27][NH:28][C:4]3[C:5](=[O:16])[C:6](=[O:15])[C:7]=3[NH:8][C:9]3[CH:10]=[N:11][CH:12]=[CH:13][CH:14]=3)=[CH:25][CH:24]=2)=[CH:20][CH:19]=1. (5) Given the reactants [F:1][C:2]1[CH:7]=[CH:6][CH:5]=[C:4]([O:8][CH3:9])[C:3]=1[C:10]1[N:18]2[C:13]([CH:14]=[N:15][C:16](S(C)=O)=[N:17]2)=[CH:12][CH:11]=1.[NH2:22][C:23]1[CH:28]=[CH:27][C:26]([CH:29]2[CH2:34][CH2:33][N:32]([CH2:35][C:36]([NH2:38])=[O:37])[CH2:31][CH2:30]2)=[CH:25][CH:24]=1, predict the reaction product. The product is: [F:1][C:2]1[CH:7]=[CH:6][CH:5]=[C:4]([O:8][CH3:9])[C:3]=1[C:10]1[N:18]2[C:13]([CH:14]=[N:15][C:16]([NH:22][C:23]3[CH:28]=[CH:27][C:26]([CH:29]4[CH2:30][CH2:31][N:32]([CH2:35][C:36]([NH2:38])=[O:37])[CH2:33][CH2:34]4)=[CH:25][CH:24]=3)=[N:17]2)=[CH:12][CH:11]=1.